Dataset: Peptide-MHC class I binding affinity with 185,985 pairs from IEDB/IMGT. Task: Regression. Given a peptide amino acid sequence and an MHC pseudo amino acid sequence, predict their binding affinity value. This is MHC class I binding data. (1) The peptide sequence is LLNVKMALDI. The MHC is HLA-A68:02 with pseudo-sequence HLA-A68:02. The binding affinity (normalized) is 0.361. (2) The peptide sequence is YLSDSDNIKI. The MHC is HLA-A02:03 with pseudo-sequence HLA-A02:03. The binding affinity (normalized) is 0.566. (3) The peptide sequence is RNPYENLLYK. The MHC is HLA-A31:01 with pseudo-sequence HLA-A31:01. The binding affinity (normalized) is 0.217. (4) The peptide sequence is GLADQLIHM. The MHC is HLA-A69:01 with pseudo-sequence HLA-A69:01. The binding affinity (normalized) is 0.0847. (5) The peptide sequence is VIRHVDGKI. The MHC is HLA-A68:02 with pseudo-sequence HLA-A68:02. The binding affinity (normalized) is 0.328. (6) The peptide sequence is MICCDSRIV. The MHC is HLA-A02:03 with pseudo-sequence HLA-A02:03. The binding affinity (normalized) is 0.486. (7) The peptide sequence is MTSTFIML. The MHC is H-2-Kb with pseudo-sequence H-2-Kb. The binding affinity (normalized) is 0.586.